From a dataset of Forward reaction prediction with 1.9M reactions from USPTO patents (1976-2016). Predict the product of the given reaction. (1) The product is: [Cl:1][C:2]1[CH:7]=[CH:6][CH:5]=[CH:4][C:3]=1[S:8]([N:11]([CH:18]1[CH2:23][CH2:22][N:21]([S:8]([C:3]2[CH:4]=[CH:5][C:32]([CH2:30][CH3:31])=[CH:7][CH:2]=2)(=[O:10])=[O:9])[CH2:20][CH2:19]1)[C:12]1[CH:17]=[CH:16][CH:15]=[CH:14][N:13]=1)(=[O:10])=[O:9]. Given the reactants [Cl:1][C:2]1[CH:7]=[CH:6][CH:5]=[CH:4][C:3]=1[S:8]([N:11]([CH:18]1[CH2:23][CH2:22][NH:21][CH2:20][CH2:19]1)[C:12]1[CH:17]=[CH:16][CH:15]=[CH:14][N:13]=1)(=[O:10])=[O:9].CCN([CH:30]([CH3:32])[CH3:31])C(C)C, predict the reaction product. (2) Given the reactants [CH3:1][Si:2]([C:7]1[CH:12]=[CH:11][CH:10]=[CH:9][CH:8]=1)([CH:5]=[CH2:6])[CH:3]=[CH2:4].C12CCCC(CCC1)B12[H]B2(C3CCCC2CCC3)[H]1.[OH2:33].[OH:34]O, predict the reaction product. The product is: [OH:33][CH2:6][CH2:5][Si:2]([CH3:1])([C:7]1[CH:8]=[CH:9][CH:10]=[CH:11][CH:12]=1)[CH2:3][CH2:4][OH:34]. (3) Given the reactants [NH2:1][CH2:2][CH2:3][NH:4][C:5](=[O:28])[CH2:6][C:7]1[C:15]2[C:10](=[CH:11][CH:12]=[C:13]([O:16][CH3:17])[CH:14]=2)[N:9]([C:18](=[O:26])[C:19]2[CH:24]=[CH:23][C:22]([Cl:25])=[CH:21][CH:20]=2)[C:8]=1[CH3:27].CCN=C=NCCCN(C)C.Cl.CCN(C(C)C)C(C)C.[N+:50]([C:53]1[CH:61]=[CH:60][C:56]([C:57](O)=[O:58])=[CH:55][CH:54]=1)([O-:52])=[O:51].C1C=CC2N(O)N=NC=2C=1, predict the reaction product. The product is: [Cl:25][C:22]1[CH:21]=[CH:20][C:19]([C:18]([N:9]2[C:10]3[C:15](=[CH:14][C:13]([O:16][CH3:17])=[CH:12][CH:11]=3)[C:7]([CH2:6][C:5]([NH:4][CH2:3][CH2:2][NH:1][C:57](=[O:58])[C:56]3[CH:55]=[CH:54][C:53]([N+:50]([O-:52])=[O:51])=[CH:61][CH:60]=3)=[O:28])=[C:8]2[CH3:27])=[O:26])=[CH:24][CH:23]=1. (4) Given the reactants [CH3:1][O:2][C:3]1[CH:4]=[C:5]([NH:11][C:12]2[C:13]3[N:29]=[CH:28][S:27][C:14]=3[N:15]=[C:16]([N:18]3[CH2:23][CH2:22][CH:21]([C:24]([OH:26])=O)[CH2:20][CH2:19]3)[N:17]=2)[CH:6]=[CH:7][C:8]=1[O:9][CH3:10].Br.[NH2:31][CH2:32][CH2:33][C:34]1[CH:39]=[CH:38][NH:37][C:36](=[O:40])[CH:35]=1.C(Cl)CCl.CN1C=CN=C1, predict the reaction product. The product is: [CH3:1][O:2][C:3]1[CH:4]=[C:5]([NH:11][C:12]2[C:13]3[N:29]=[CH:28][S:27][C:14]=3[N:15]=[C:16]([N:18]3[CH2:19][CH2:20][CH:21]([C:24]([NH:31][CH2:32][CH2:33][C:34]4[CH:39]=[CH:38][NH:37][C:36](=[O:40])[CH:35]=4)=[O:26])[CH2:22][CH2:23]3)[N:17]=2)[CH:6]=[CH:7][C:8]=1[O:9][CH3:10]. (5) Given the reactants [Cl:1][C:2]1[CH:7]=[CH:6][C:5]([C:8]([F:11])([F:10])[F:9])=[CH:4][C:3]=1[NH:12][CH:13]=[C:14]([C:20](OCC)=[O:21])[C:15]([O:17][CH2:18][CH3:19])=[O:16].C1C=CC(C2C=CC=CC=2)=CC=1.C1C=CC(OC2C=CC=CC=2)=CC=1, predict the reaction product. The product is: [Cl:1][C:2]1[CH:7]=[CH:6][C:5]([C:8]([F:9])([F:10])[F:11])=[C:4]2[C:3]=1[NH:12][CH:13]=[C:14]([C:15]([O:17][CH2:18][CH3:19])=[O:16])[C:20]2=[O:21]. (6) Given the reactants [OH:1][C:2]([CH2:4][CH2:5][CH2:6][CH2:7][C@H:8]1[C@@H:16]2[C@@H:11]([NH:12][C:13]([NH:15]2)=[O:14])[CH2:10][S:9]1)=[O:3].C(N1C=CN=C1)(N1C=CN=C1)=O.C(=O)=O.O[N:33]1[C:37](=[O:38])[CH2:36][CH2:35][C:34]1=[O:39], predict the reaction product. The product is: [CH2:36]1[C:37](=[O:38])[N:33]([O:3][C:2]([CH2:4][CH2:5][CH2:6][CH2:7][C@@H:8]2[S:9][CH2:10][C@@H:11]3[NH:12][C:13]([NH:15][C@H:16]23)=[O:14])=[O:1])[C:34](=[O:39])[CH2:35]1. (7) The product is: [F:10][C:8]1[CH:7]=[C:6]([C:11]2[N:12]([CH3:17])[C:13]([S:16][CH3:1])=[N:14][N:15]=2)[CH:5]=[C:4]([F:3])[CH:9]=1. Given the reactants [CH3:1]I.[F:3][C:4]1[CH:5]=[C:6]([C:11]2[N:12]([CH3:17])[C:13](=[S:16])[NH:14][N:15]=2)[CH:7]=[C:8]([F:10])[CH:9]=1.[OH-].[Na+], predict the reaction product.